This data is from Reaction yield outcomes from USPTO patents with 853,638 reactions. The task is: Predict the reaction yield, written as a fraction of the theoretical maximum amount of product (1.0 means a 100% yield; for example, 0.34 means a 34% yield). (1) The reactants are [NH2:1][C:2]1[CH:3]=[C:4]([OH:11])[C:5](=[CH:9][CH:10]=1)[C:6]([OH:8])=[O:7].[Br:12][C:13]1[CH:17]=[C:16]([S:18](Cl)(=[O:20])=[O:19])[S:15][C:14]=1[Cl:22].CCOC(C)=O. The catalyst is O1CCOCC1. The product is [Br:12][C:13]1[CH:17]=[C:16]([S:18]([NH:1][C:2]2[CH:10]=[CH:9][C:5]([C:6]([OH:8])=[O:7])=[C:4]([OH:11])[CH:3]=2)(=[O:20])=[O:19])[S:15][C:14]=1[Cl:22]. The yield is 0.430. (2) The reactants are [CH3:1][Si](C=[N+]=[N-])(C)C.[OH:8][C:9]1[C:10](=[O:39])[N:11]([C:32]2[N:33]=[N:34][C:35]([CH3:38])=[CH:36][CH:37]=2)[CH:12]([C:23]2[CH:28]=[CH:27][C:26]([CH:29]([CH3:31])[CH3:30])=[CH:25][CH:24]=2)[C:13]=1[C:14](=[O:22])[C:15]1[CH:20]=[CH:19][C:18]([CH3:21])=[CH:17][CH:16]=1. The catalyst is ClCCl.CO. The product is [CH:29]([C:26]1[CH:27]=[CH:28][C:23]([CH:12]2[N:11]([C:32]3[N:33]=[N:34][C:35]([CH3:38])=[CH:36][CH:37]=3)[C:10](=[O:39])[C:9]([O:8][CH3:1])=[C:13]2[C:14](=[O:22])[C:15]2[CH:16]=[CH:17][C:18]([CH3:21])=[CH:19][CH:20]=2)=[CH:24][CH:25]=1)([CH3:31])[CH3:30]. The yield is 0.610.